This data is from Full USPTO retrosynthesis dataset with 1.9M reactions from patents (1976-2016). The task is: Predict the reactants needed to synthesize the given product. (1) Given the product [CH2:1]([O:8][C:9](=[O:26])[NH:10][C:11]1[CH:16]=[CH:15][C:14]([O:17][C:18]2[C:23]([NH2:24])=[CH:22][N:21]=[C:20]([C:29]3[CH:28]=[N:27][CH:32]=[CH:31][CH:30]=3)[N:19]=2)=[CH:13][CH:12]=1)[C:2]1[CH:7]=[CH:6][CH:5]=[CH:4][CH:3]=1, predict the reactants needed to synthesize it. The reactants are: [CH2:1]([O:8][C:9](=[O:26])[NH:10][C:11]1[CH:16]=[CH:15][C:14]([O:17][C:18]2[C:23]([NH2:24])=[CH:22][N:21]=[C:20](Cl)[N:19]=2)=[CH:13][CH:12]=1)[C:2]1[CH:7]=[CH:6][CH:5]=[CH:4][CH:3]=1.[N:27]1[CH:32]=[CH:31][CH:30]=[C:29](B(O)O)[CH:28]=1.C([O-])([O-])=O.[Cs+].[Cs+].O. (2) The reactants are: [Br:1][C:2]1[C:3]([F:12])=[C:4]([C:7]([O:10]C)=[CH:8][CH:9]=1)[CH:5]=[O:6].B(Br)(Br)Br. Given the product [Br:1][C:2]1[C:3]([F:12])=[C:4]([C:7]([OH:10])=[CH:8][CH:9]=1)[CH:5]=[O:6], predict the reactants needed to synthesize it.